This data is from Full USPTO retrosynthesis dataset with 1.9M reactions from patents (1976-2016). The task is: Predict the reactants needed to synthesize the given product. (1) Given the product [CH2:1]([O:8][C:9](=[O:10])[NH:30][C:27]1[C:28]2[CH2:29][CH:20]([OH:19])[CH2:21][CH2:22][C:23]=2[CH:24]=[CH:25][CH:26]=1)[C:2]1[CH:7]=[CH:6][CH:5]=[CH:4][CH:3]=1, predict the reactants needed to synthesize it. The reactants are: [CH2:1]([O:8][C:9](Cl)=[O:10])[C:2]1[CH:7]=[CH:6][CH:5]=[CH:4][CH:3]=1.[Si]([O:19][CH:20]1[CH2:29][C:28]2[C:27]([NH2:30])=[CH:26][CH:25]=[CH:24][C:23]=2[CH2:22][CH2:21]1)(C(C)(C)C)(C)C.C(N(C(C)C)CC)(C)C. (2) Given the product [Cl:1][C:2]1[S:6][C:5]([C:7]([NH:9][CH2:10][C:11]2[CH:12]=[N:13][N:14]([C:16]3[CH:21]=[CH:20][C:19]([N:25]4[CH:26]=[CH:27][N:28]=[CH:29][C:24]4=[O:23])=[CH:18][CH:17]=3)[CH:15]=2)=[O:8])=[CH:4][CH:3]=1, predict the reactants needed to synthesize it. The reactants are: [Cl:1][C:2]1[S:6][C:5]([C:7]([NH:9][CH2:10][C:11]2[CH:12]=[N:13][N:14]([C:16]3[CH:21]=[CH:20][C:19](I)=[CH:18][CH:17]=3)[CH:15]=2)=[O:8])=[CH:4][CH:3]=1.[OH:23][C:24]1[CH:29]=[N:28][CH:27]=[CH:26][N:25]=1.OC1C=CC=C2C=1N=CC=C2.C([O-])([O-])=O.[K+].[K+].